The task is: Predict the reaction yield, written as a fraction of the theoretical maximum amount of product (1.0 means a 100% yield; for example, 0.34 means a 34% yield).. This data is from Reaction yield outcomes from USPTO patents with 853,638 reactions. The yield is 0.790. The product is [F:1][C:2]1[CH:3]=[CH:4][C:5]([C:8]2[C:12]([CH2:13][O:14][C:15]3[CH:23]=[CH:22][C:18]([C:19]([NH2:51])=[O:21])=[C:17]([CH:45]4[CH2:46][CH2:38][O:43][CH2:42][CH2:41]4)[N:16]=3)=[CH:11][O:10][N:9]=2)=[N:6][CH:7]=1. No catalyst specified. The reactants are [F:1][C:2]1[CH:3]=[CH:4][C:5]([C:8]2[C:12]([CH2:13][O:14][C:15]3[CH:23]=[CH:22][C:18]([C:19]([OH:21])=O)=[CH:17][N:16]=3)=[CH:11][O:10][N:9]=2)=[N:6][CH:7]=1.ClC1C=C(C2C(CO[C:38]3[CH:46]=[CH:45][C:41]([C:42](O)=[O:43])=CN=3)=C(C)ON=2)C=CC=1.FC(F)(F)C[NH2:51].